Dataset: Full USPTO retrosynthesis dataset with 1.9M reactions from patents (1976-2016). Task: Predict the reactants needed to synthesize the given product. (1) Given the product [F:7][C:8]1([F:15])[CH2:11][CH:10]([C:12]([N:16]([CH3:18])[CH3:17])=[O:13])[CH2:9]1, predict the reactants needed to synthesize it. The reactants are: C(Cl)(=O)C(Cl)=O.[F:7][C:8]1([F:15])[CH2:11][CH:10]([C:12](O)=[O:13])[CH2:9]1.[NH:16]([CH3:18])[CH3:17]. (2) Given the product [CH2:9]1[CH:10]2[CH:5]([CH2:4][CH2:3][CH2:2][CH2:1]2)[CH2:6][CH2:7][CH2:8]1.[CH2:9]1[C:10]2[C:5](=[CH:4][CH:3]=[CH:2][CH:1]=2)[CH2:6][CH2:7][CH2:8]1, predict the reactants needed to synthesize it. The reactants are: [CH:1]1[C:10]2[C:5](=[CH:6][CH:7]=[CH:8][CH:9]=2)[CH:4]=[CH:3][CH:2]=1.[H][H]. (3) Given the product [N:1]12[CH2:10][CH:5]3[CH2:6][CH:7]([CH2:9][CH:3]([C@@H:4]3[NH:11][C:17](=[O:18])[C:16]3[CH:20]=[CH:21][C:13]([F:12])=[CH:14][CH:15]=3)[CH2:2]1)[CH2:8]2, predict the reactants needed to synthesize it. The reactants are: [N:1]12[CH2:10][CH:5]3[CH2:6][CH:7]([CH2:9][CH:3]([C@@H:4]3[NH2:11])[CH2:2]1)[CH2:8]2.[F:12][C:13]1[CH:21]=[CH:20][C:16]([C:17](O)=[O:18])=[CH:15][CH:14]=1.N. (4) Given the product [C:2]1([C:15]2[CH:19]=[C:18]([C:20]3[CH:25]=[CH:24][CH:23]=[CH:22][CH:21]=3)[S:17][C:16]=2[C:26]([O:28][CH3:29])=[O:27])[CH:11]=[CH:10][CH:9]=[CH:8][CH:3]=1, predict the reactants needed to synthesize it. The reactants are: Br[C:2]1[CH:11]=[CH:10][C:9](OC)=[CH:8][C:3]=1C(OC)=O.Cl[C:15]1[CH:19]=[C:18]([C:20]2[CH:25]=[CH:24][CH:23]=[CH:22][CH:21]=2)[S:17][C:16]=1[C:26]([O:28][CH3:29])=[O:27]. (5) The reactants are: [CH3:1][O:2][C:3]1[C:12]2[N:11]=[N:10][C:9]3=[C:13]([CH3:16])[N:14]=[CH:15][N:8]3[C:7]=2[N:6]=[CH:5][CH:4]=1.[Br:17]NC(=O)CCC(N)=O.O. Given the product [Br:17][C:15]1[N:8]2[C:9]([N:10]=[N:11][C:12]3[C:3]([O:2][CH3:1])=[CH:4][CH:5]=[N:6][C:7]=32)=[C:13]([CH3:16])[N:14]=1, predict the reactants needed to synthesize it.